Dataset: hERG potassium channel inhibition data for cardiac toxicity prediction from Karim et al.. Task: Regression/Classification. Given a drug SMILES string, predict its toxicity properties. Task type varies by dataset: regression for continuous values (e.g., LD50, hERG inhibition percentage) or binary classification for toxic/non-toxic outcomes (e.g., AMES mutagenicity, cardiotoxicity, hepatotoxicity). Dataset: herg_karim. (1) The drug is O=C(O)c1cccc(C2CCN([C@@H]3C[C@H]4OCC[C@@]4(C(=O)N4COc5ccc(C(F)(F)F)cc5C4)C3)CC2)c1. The result is 0 (non-blocker). (2) The molecule is CCOC(=O)C1=C(CN2CCOC[C@H]2C(=O)O)NC(c2nccs2)=NC1c1ccc(F)cc1Br. The result is 0 (non-blocker). (3) The drug is Nc1cnc(COc2ccc(C3(c4ccc(-c5nnco5)nc4)CCCO3)cc2)cn1. The result is 0 (non-blocker). (4) The molecule is N#Cc1cccc(CCN2CCN(CCc3ccc([N+](=O)[O-])cc3)CC2)c1. The result is 1 (blocker). (5) The compound is O=C(/C=C/c1ccc(CNCCc2c(-c3ccccn3)[nH]c3ccccc23)cc1)NO. The result is 1 (blocker). (6) The compound is [NH3+]C(C(=O)N1CC[C@H](F)C1)[C@@H](C(=O)O)c1ccc(-c2ccc(F)cc2)cc1. The result is 0 (non-blocker).